From a dataset of NCI-60 drug combinations with 297,098 pairs across 59 cell lines. Regression. Given two drug SMILES strings and cell line genomic features, predict the synergy score measuring deviation from expected non-interaction effect. (1) Drug 1: CCC1=CC2CC(C3=C(CN(C2)C1)C4=CC=CC=C4N3)(C5=C(C=C6C(=C5)C78CCN9C7C(C=CC9)(C(C(C8N6C)(C(=O)OC)O)OC(=O)C)CC)OC)C(=O)OC.C(C(C(=O)O)O)(C(=O)O)O. Drug 2: CCCCC(=O)OCC(=O)C1(CC(C2=C(C1)C(=C3C(=C2O)C(=O)C4=C(C3=O)C=CC=C4OC)O)OC5CC(C(C(O5)C)O)NC(=O)C(F)(F)F)O. Cell line: NCI-H226. Synergy scores: CSS=19.1, Synergy_ZIP=0.171, Synergy_Bliss=2.10, Synergy_Loewe=3.35, Synergy_HSA=2.83. (2) Drug 1: CCC1(CC2CC(C3=C(CCN(C2)C1)C4=CC=CC=C4N3)(C5=C(C=C6C(=C5)C78CCN9C7C(C=CC9)(C(C(C8N6C=O)(C(=O)OC)O)OC(=O)C)CC)OC)C(=O)OC)O.OS(=O)(=O)O. Drug 2: CCC1=C2CN3C(=CC4=C(C3=O)COC(=O)C4(CC)O)C2=NC5=C1C=C(C=C5)O. Cell line: EKVX. Synergy scores: CSS=8.32, Synergy_ZIP=-4.49, Synergy_Bliss=-1.47, Synergy_Loewe=-3.70, Synergy_HSA=-0.545.